Dataset: Forward reaction prediction with 1.9M reactions from USPTO patents (1976-2016). Task: Predict the product of the given reaction. (1) Given the reactants F[C:2](F)(F)[C:3](O)=[O:4].[CH3:8][O:9][C:10](=[O:21])[C:11]1[CH:16]=[CH:15][CH:14]=[C:13]([C:17]([NH:19][NH2:20])=[S:18])[CH:12]=1.Cl.C(OC(=N)CCl)C, predict the reaction product. The product is: [CH3:8][O:9][C:10](=[O:21])[C:11]1[CH:16]=[CH:15][CH:14]=[C:13]([C:17]2[S:18][C:2]([CH2:3][OH:4])=[N:20][N:19]=2)[CH:12]=1. (2) Given the reactants C(N(S(F)(F)[F:7])CC)C.[C:10]([Si:14]([CH3:54])([CH3:53])[O:15][CH:16]1[CH2:25][C:24]([CH3:27])([CH3:26])[CH2:23][C:22]2[N:21]=[C:20]([CH:28]3[CH2:32][CH2:31][CH2:30][CH2:29]3)[C:19]([CH:33]([C:35]3[CH:40]=[CH:39][C:38]([C:41]([F:44])([F:43])[F:42])=[CH:37][CH:36]=3)O)=[C:18]([C:45]3[CH:50]=[CH:49][C:48]([F:51])=[C:47]([F:52])[CH:46]=3)[C:17]1=2)([CH3:13])([CH3:12])[CH3:11], predict the reaction product. The product is: [Si:14]([O:15][CH:16]1[CH2:25][C:24]([CH3:26])([CH3:27])[CH2:23][C:22]2[N:21]=[C:20]([CH:28]3[CH2:32][CH2:31][CH2:30][CH2:29]3)[C:19]([CH:33]([F:7])[C:35]3[CH:36]=[CH:37][C:38]([C:41]([F:44])([F:42])[F:43])=[CH:39][CH:40]=3)=[C:18]([C:45]3[CH:50]=[CH:49][C:48]([F:51])=[C:47]([F:52])[CH:46]=3)[C:17]1=2)([C:10]([CH3:13])([CH3:12])[CH3:11])([CH3:54])[CH3:53]. (3) The product is: [Br:39][CH2:12][C:10]1[CH:9]=[CH:8][C:6]2[N:7]=[C:2]([Cl:1])[N:3]=[C:4]([N:14]3[CH2:19][CH2:18][O:17][CH2:16][CH2:15]3)[C:5]=2[N:11]=1. Given the reactants [Cl:1][C:2]1[N:3]=[C:4]([N:14]2[CH2:19][CH2:18][O:17][CH2:16][CH2:15]2)[C:5]2[N:11]=[C:10]([CH2:12]O)[CH:9]=[CH:8][C:6]=2[N:7]=1.C1(P(C2C=CC=CC=2)C2C=CC=CC=2)C=CC=CC=1.[Br:39]N1C(=O)CCC1=O.C1C(=O)N(Br)C(=O)C1.C1C(=O)N(Br)C(=O)C1, predict the reaction product. (4) Given the reactants [O:1]1[C:5]2[CH:6]=[CH:7][CH:8]=[CH:9][C:4]=2[C:3](=[O:10])[CH2:2]1.[Br-:11].[Br-].[Br-].C[N+](C)(C)C1C=CC=CC=1.C[N+](C1C=CC=CC=1)(C)C.C[N+](C1C=CC=CC=1)(C)C.C([O-])(O)=O.[Na+].O, predict the reaction product. The product is: [Br:11][CH:2]1[C:3](=[O:10])[C:4]2[CH:9]=[CH:8][CH:7]=[CH:6][C:5]=2[O:1]1. (5) Given the reactants [CH2:1]([OH:3])[CH3:2].[CH:4]([O-:6])=O.[NH4+].C(O)=O.C(O)[C:12]1[CH:17]=[CH:16][CH:15]=[CH:14][CH:13]=1, predict the reaction product. The product is: [CH:4]([O:3][CH2:1][CH2:2][C:12]1[CH:17]=[CH:16][CH:15]=[CH:14][CH:13]=1)=[O:6]. (6) Given the reactants [NH2:1][N:2]1[N:11]=[C:10]([C:12]([F:15])([F:14])[F:13])[C:9]2[C:4](=[CH:5][CH:6]=[CH:7][CH:8]=2)[C:3]1=[O:16].[CH3:17][C:18]1[S:22][C:21]([CH2:23][C:24](O)=[O:25])=[CH:20][CH:19]=1, predict the reaction product. The product is: [CH3:17][C:18]1[S:22][C:21]([CH2:23][C:24]([NH:1][N:2]2[N:11]=[C:10]([C:12]([F:15])([F:13])[F:14])[C:9]3[C:4](=[CH:5][CH:6]=[CH:7][CH:8]=3)[C:3]2=[O:16])=[O:25])=[CH:20][CH:19]=1.